From a dataset of Peptide-MHC class I binding affinity with 185,985 pairs from IEDB/IMGT. Regression. Given a peptide amino acid sequence and an MHC pseudo amino acid sequence, predict their binding affinity value. This is MHC class I binding data. The peptide sequence is CFARSRSGA. The MHC is Patr-A0301 with pseudo-sequence Patr-A0301. The binding affinity (normalized) is 0.